Predict the reaction yield, written as a fraction of the theoretical maximum amount of product (1.0 means a 100% yield; for example, 0.34 means a 34% yield). From a dataset of Reaction yield outcomes from USPTO patents with 853,638 reactions. (1) The reactants are [CH3:1][O:2][C:3]([C:5]1[S:6][C:7]([S:21][CH3:22])=[C:8]([S:10]([C:13]2[CH:14]=[N:15][C:16]([NH2:20])=[C:17](Br)[CH:18]=2)(=[O:12])=[O:11])[CH:9]=1)=[O:4].[CH3:23][C:24]1[CH:29]=[CH:28][CH:27]=[CH:26][C:25]=1B(O)O.C([O-])([O-])=O.[Na+].[Na+].C(O)C. The catalyst is C1C=CC([P]([Pd]([P](C2C=CC=CC=2)(C2C=CC=CC=2)C2C=CC=CC=2)([P](C2C=CC=CC=2)(C2C=CC=CC=2)C2C=CC=CC=2)[P](C2C=CC=CC=2)(C2C=CC=CC=2)C2C=CC=CC=2)(C2C=CC=CC=2)C2C=CC=CC=2)=CC=1.CCOC(C)=O.C1(C)C=CC=CC=1. The product is [CH3:1][O:2][C:3]([C:5]1[S:6][C:7]([S:21][CH3:22])=[C:8]([S:10]([C:13]2[CH:14]=[N:15][C:16]([NH2:20])=[C:17]([C:25]3[CH:26]=[CH:27][CH:28]=[CH:29][C:24]=3[CH3:23])[CH:18]=2)(=[O:12])=[O:11])[CH:9]=1)=[O:4]. The yield is 0.290. (2) The reactants are [Cl:1][C:2]1[CH:7]=[CH:6][C:5]([CH:8]([C:10]2[CH:14]=[C:13]([C:15]3[CH:20]=[CH:19][N:18]=[CH:17][CH:16]=3)[S:12][C:11]=2[C:21]2[NH:25][CH:24]=[N:23][N:22]=2)[OH:9])=[CH:4][CH:3]=1.Cl.[CH3:27]O. No catalyst specified. The product is [Cl:1][C:2]1[CH:7]=[CH:6][C:5]([CH:8]([O:9][CH3:27])[C:10]2[CH:14]=[C:13]([C:15]3[CH:16]=[CH:17][N:18]=[CH:19][CH:20]=3)[S:12][C:11]=2[C:21]2[NH:25][CH:24]=[N:23][N:22]=2)=[CH:4][CH:3]=1. The yield is 0.780. (3) The product is [CH2:14]([N:3]([CH2:1][CH3:2])[CH2:4][CH2:5][O:6][C:7]1[CH:8]=[CH:9][C:10]([NH:13][CH:27]=[C:21]2[C:20]3[C:24](=[CH:25][C:17]([F:16])=[CH:18][CH:19]=3)[NH:23][C:22]2=[O:26])=[CH:11][CH:12]=1)[CH3:15]. The yield is 0.390. No catalyst specified. The reactants are [CH2:1]([N:3]([CH2:14][CH3:15])[CH2:4][CH2:5][O:6][C:7]1[CH:12]=[CH:11][C:10]([NH2:13])=[CH:9][CH:8]=1)[CH3:2].[F:16][C:17]1[CH:25]=[C:24]2[C:20]([C:21](=[CH:27]O)[C:22](=[O:26])[NH:23]2)=[CH:19][CH:18]=1. (4) The reactants are [CH3:1][C:2]1([CH3:35])[O:6][C:5](=[O:7])[N:4]([C:8]2[CH:13]=[CH:12][N:11]=[C:10]([NH:14][NH:15][C:16]([NH:18][C:19]3[C:28]4[C:23](=[CH:24][CH:25]=[CH:26][N:27]=4)[N:22]=[CH:21][CH:20]=3)=O)[CH:9]=2)[C@H:3]1[C:29]1[CH:34]=[CH:33][CH:32]=[CH:31][CH:30]=1.O=P(Cl)(Cl)Cl. The catalyst is C1(C)C=CC=CC=1. The product is [N:22]1[C:23]2[C:28](=[N:27][CH:26]=[CH:25][CH:24]=2)[C:19]([NH:18][C:16]2[N:11]3[CH:12]=[CH:13][C:8]([N:4]4[C@@H:3]([C:29]5[CH:34]=[CH:33][CH:32]=[CH:31][CH:30]=5)[C:2]([CH3:35])([CH3:1])[O:6][C:5]4=[O:7])=[CH:9][C:10]3=[N:14][N:15]=2)=[CH:20][CH:21]=1. The yield is 0.0167. (5) The reactants are Cl[CH2:2][C:3]1[CH:4]=[C:5]([O:12][CH2:13][C:14]2[CH:19]=[CH:18][CH:17]=[CH:16][CH:15]=2)[C:6]([O:10][CH3:11])=[C:7]([F:9])[CH:8]=1.[C-:20]#[N:21].[K+]. The catalyst is CN(C=O)C. The product is [F:9][C:7]1[CH:8]=[C:3]([CH2:2][C:20]#[N:21])[CH:4]=[C:5]([O:12][CH2:13][C:14]2[CH:19]=[CH:18][CH:17]=[CH:16][CH:15]=2)[C:6]=1[O:10][CH3:11]. The yield is 0.970. (6) The reactants are [Cl:1][C:2]1[CH:7]=[CH:6][N:5]2[N:8]=[C:9]([C:13]3[CH:18]=[CH:17][C:16]([O:19][CH3:20])=[CH:15][CH:14]=3)[C:10]([CH:11]=[O:12])=[C:4]2[CH:3]=1.[C:21]([Mg]Br)#[CH:22]. The catalyst is O1CCCC1. The product is [Cl:1][C:2]1[CH:7]=[CH:6][N:5]2[N:8]=[C:9]([C:13]3[CH:18]=[CH:17][C:16]([O:19][CH3:20])=[CH:15][CH:14]=3)[C:10]([CH:11]([OH:12])[C:21]#[CH:22])=[C:4]2[CH:3]=1. The yield is 1.00. (7) The product is [C:11]([C:10]1[CH:9]=[CH:8][C:7](=[O:20])[N:6]2[C:2]([Br:1])=[CH:3][NH:4][C:5]=12)(=[O:12])[C:13]1[CH:18]=[CH:17][CH:16]=[CH:15][CH:14]=1. The reactants are [Br:1][C:2]1[N:6]2[C:7](Cl)=[CH:8][CH:9]=[C:10]([C:11]([C:13]3[CH:18]=[CH:17][CH:16]=[CH:15][CH:14]=3)=[O:12])[C:5]2=[N:4][CH:3]=1.[OH-:20].[K+]. The yield is 0.0420. The catalyst is C(O)C.